Dataset: Orexin1 receptor HTS with 218,158 compounds and 233 confirmed actives. Task: Binary Classification. Given a drug SMILES string, predict its activity (active/inactive) in a high-throughput screening assay against a specified biological target. (1) The molecule is O=C(Nc1cc(ccc1)C)CCCc1ccccc1. The result is 0 (inactive). (2) The drug is Clc1c(OCC(=O)NC(Cc2c3c([nH]c2)ccc(O)c3)C(O)=O)cc2oc(=O)cc(c2c1)c1ccccc1. The result is 0 (inactive). (3) The compound is O1C(Cn2c1nc1n(c(=O)[nH]c(=O)c21)C)COc1c(cccc1)C. The result is 0 (inactive).